From a dataset of Full USPTO retrosynthesis dataset with 1.9M reactions from patents (1976-2016). Predict the reactants needed to synthesize the given product. (1) Given the product [F:25][C:24]([F:27])([F:26])[S:21]([O:11][C:9]1[CH:8]=[CH:7][CH:6]=[C:5]2[C:10]=1[C:2]([CH3:1])=[N:3][NH:4]2)(=[O:23])=[O:22], predict the reactants needed to synthesize it. The reactants are: [CH3:1][C:2]1[C:10]2[C:9]([OH:11])=[CH:8][CH:7]=[CH:6][C:5]=2[NH:4][N:3]=1.[H-].[Na+].C1C=CC(N([S:21]([C:24]([F:27])([F:26])[F:25])(=[O:23])=[O:22])[S:21]([C:24]([F:27])([F:26])[F:25])(=[O:23])=[O:22])=CC=1.C([O-])(O)=O.[Na+]. (2) Given the product [CH2:15]([N:9]1[CH:8]=[C:7]2[C:11]([C:12]([CH3:14])=[CH:13][C:5]([CH2:3][OH:4])=[CH:6]2)=[N:10]1)[CH:16]([CH3:18])[CH3:17], predict the reactants needed to synthesize it. The reactants are: CO[C:3]([C:5]1[CH:6]=[C:7]2[C:11](=[C:12]([CH3:14])[CH:13]=1)[NH:10][N:9]=[CH:8]2)=[O:4].[CH2:15](Cl)[CH:16]([CH3:18])[CH3:17]. (3) Given the product [CH2:21]([C:18]1[CH:17]=[CH:16][C:15]([C:8]2[C:7]3[CH2:6][CH2:5][C:4]4[C:12]([C:11]=3[O:10][N:9]=2)=[CH:13][CH:14]=[C:2]([CH:26]=[CH2:27])[CH:3]=4)=[CH:20][CH:19]=1)[CH2:22][CH3:23], predict the reactants needed to synthesize it. The reactants are: Br[C:2]1[CH:3]=[C:4]2[C:12](=[CH:13][CH:14]=1)[C:11]1[O:10][N:9]=[C:8]([C:15]3[CH:20]=[CH:19][C:18]([CH2:21][CH2:22][CH3:23])=[CH:17][CH:16]=3)[C:7]=1[CH2:6][CH2:5]2.[Cl-].[Li+].[CH2:26]([Sn](CCCC)(CCCC)C=C)[CH2:27]CC.